Dataset: Reaction yield outcomes from USPTO patents with 853,638 reactions. Task: Predict the reaction yield, written as a fraction of the theoretical maximum amount of product (1.0 means a 100% yield; for example, 0.34 means a 34% yield). (1) The reactants are [Cl:1][C:2]1[CH:7]=[C:6]([Cl:8])[CH:5]=[CH:4][C:3]=1[CH:9]1[C:14]([C:15]([O:17][CH3:18])=[O:16])=[C:13]([CH3:19])[NH:12][C:11]([C:20]2[CH:25]=[CH:24][CH:23]=[CH:22][CH:21]=2)=[N:10]1. The catalyst is C1(C)C=CC=CC=1.O=[Mn]=O. The product is [Cl:1][C:2]1[CH:7]=[C:6]([Cl:8])[CH:5]=[CH:4][C:3]=1[C:9]1[C:14]([C:15]([O:17][CH3:18])=[O:16])=[C:13]([CH3:19])[N:12]=[C:11]([C:20]2[CH:25]=[CH:24][CH:23]=[CH:22][CH:21]=2)[N:10]=1.[Cl:1][C:2]1[CH:7]=[C:6]([Cl:8])[CH:5]=[CH:4][C:3]=1[C:9]1[C:14]([C:15]([OH:17])=[O:16])=[C:13]([CH3:19])[N:12]=[C:11]([C:20]2[CH:25]=[CH:24][CH:23]=[CH:22][CH:21]=2)[N:10]=1. The yield is 0.230. (2) The product is [F:1][C:2]1[CH:11]=[C:10]2[C:5]([CH:6]=[CH:7][C:8](=[O:15])[N:9]2[CH2:12][CH2:13][N:16]2[CH2:17][CH2:18][CH:19]([NH:22][C:23](=[O:29])[O:24][C:25]([CH3:27])([CH3:26])[CH3:28])[CH2:20][CH2:21]2)=[CH:4][CH:3]=1. The catalyst is CO.C(Cl)Cl. The reactants are [F:1][C:2]1[CH:11]=[C:10]2[C:5]([CH:6]=[CH:7][C:8](=[O:15])[N:9]2[CH2:12][CH:13]=O)=[CH:4][CH:3]=1.[NH:16]1[CH2:21][CH2:20][CH:19]([NH:22][C:23](=[O:29])[O:24][C:25]([CH3:28])([CH3:27])[CH3:26])[CH2:18][CH2:17]1.[O-]S([O-])(=O)=O.[Na+].[Na+].[BH-](OC(C)=O)(OC(C)=O)OC(C)=O.[Na+]. The yield is 0.720. (3) The reactants are [F:1][C:2]1[CH:3]=[C:4]2[C:8](=[CH:9][CH:10]=1)[N:7]([CH2:11][C:12]([O:14]C(C)(C)C)=[O:13])[C:6]([CH3:19])=[C:5]2[C:20]1[CH:21]=[N:22][C:23]([O:26]C)=[CH:24][CH:25]=1.[H-].[Na+].[Br-].[Li+].Br.Br[CH2:34][C:35]1[CH:40]=[CH:39][N:38]=[CH:37][CH:36]=1. The catalyst is CN(C=O)C. The product is [F:1][C:2]1[CH:3]=[C:4]2[C:8](=[CH:9][CH:10]=1)[N:7]([CH2:11][C:12]([OH:14])=[O:13])[C:6]([CH3:19])=[C:5]2[C:20]1[CH:25]=[CH:24][C:23](=[O:26])[N:22]([CH2:34][C:35]2[CH:40]=[CH:39][N:38]=[CH:37][CH:36]=2)[CH:21]=1. The yield is 0.120. (4) The catalyst is CN(C)C=O.C(OCC)(=O)C. The yield is 0.860. The product is [I:1][C:2]1[C:10]2[O:9][C:8](=[O:11])[N:7]([CH2:29][O:28][CH2:27][CH2:26][Si:25]([CH3:32])([CH3:31])[CH3:24])[C:6]=2[CH:5]=[C:4]([N+:12]([O-:14])=[O:13])[CH:3]=1. The reactants are [I:1][C:2]1[C:10]2[O:9][C:8](=[O:11])[NH:7][C:6]=2[CH:5]=[C:4]([N+:12]([O-:14])=[O:13])[CH:3]=1.C(N(CC)C(C)C)(C)C.[CH3:24][Si:25]([CH3:32])([CH3:31])[CH2:26][CH2:27][O:28][CH2:29]Cl. (5) The product is [CH:18]([C:2]1[CH:3]=[C:4]2[C:8](=[CH:9][CH:10]=1)[C:7](=[O:11])[CH2:6][CH2:5]2)=[CH2:19]. The yield is 0.480. The catalyst is C1C=CC([P]([Pd]([P](C2C=CC=CC=2)(C2C=CC=CC=2)C2C=CC=CC=2)([P](C2C=CC=CC=2)(C2C=CC=CC=2)C2C=CC=CC=2)[P](C2C=CC=CC=2)(C2C=CC=CC=2)C2C=CC=CC=2)(C2C=CC=CC=2)C2C=CC=CC=2)=CC=1. The reactants are Br[C:2]1[CH:3]=[C:4]2[C:8](=[CH:9][CH:10]=1)[C:7](=[O:11])[CH2:6][CH2:5]2.C([O-])([O-])=O.[K+].[K+].[C:18]1(C)C=CC=C[CH:19]=1.